The task is: Predict the reaction yield, written as a fraction of the theoretical maximum amount of product (1.0 means a 100% yield; for example, 0.34 means a 34% yield).. This data is from Reaction yield outcomes from USPTO patents with 853,638 reactions. (1) The reactants are [Mg].Br[C:3]1[S:4][CH:5]=[CH:6][C:7]=1[CH2:8][CH2:9][CH2:10][CH2:11][CH2:12][CH2:13][CH2:14][CH3:15].Br[CH:17](Br)[CH3:18].Br[C:21]1[S:22][C:23](Br)=[CH:24][CH:25]=1.Cl. The catalyst is C(OCC)C.Cl[Ni]1(Cl)[P](C2C=CC=CC=2)(C2C=CC=CC=2)CCC[P]1(C1C=CC=CC=1)C1C=CC=CC=1. The product is [CH2:8]([C:7]1[CH:6]=[CH:5][S:4][C:3]=1[C:21]1[S:22][C:23]([C:3]2[S:4][CH:5]=[CH:6][C:7]=2[CH2:8][CH2:9][CH2:10][CH2:11][CH2:12][CH2:13][CH2:17][CH3:18])=[CH:24][CH:25]=1)[CH2:9][CH2:10][CH2:11][CH2:12][CH2:13][CH2:14][CH3:15]. The yield is 0.670. (2) The reactants are CC(C)=O.[OH:5][C:6]1[CH:15]=[C:14]2[C:9]([CH2:10][CH2:11][CH:12]([C:16]([O:18][CH2:19][CH3:20])=[O:17])[O:13]2)=[CH:8][CH:7]=1.C(=O)([O-])[O-].[K+].[K+].[CH2:27](Br)[C:28]1[CH:33]=[CH:32][CH:31]=[CH:30][CH:29]=1. The catalyst is CCOC(C)=O. The product is [CH2:27]([O:5][C:6]1[CH:15]=[C:14]2[C:9]([CH2:10][CH2:11][CH:12]([C:16]([O:18][CH2:19][CH3:20])=[O:17])[O:13]2)=[CH:8][CH:7]=1)[C:28]1[CH:33]=[CH:32][CH:31]=[CH:30][CH:29]=1. The yield is 0.860.